This data is from Forward reaction prediction with 1.9M reactions from USPTO patents (1976-2016). The task is: Predict the product of the given reaction. (1) The product is: [ClH:39].[CH3:13][O:14][C:15]1[CH:38]=[CH:37][C:18]([CH2:19][NH:20][C:21]2[CH:26]=[C:25]([C:27]3[CH:32]=[CH:31][CH:30]=[C:29]([O:33][CH3:34])[CH:28]=3)[N:24]=[C:23]([O:35][CH3:36])[N:22]=2)=[CH:17][CH:16]=1. Given the reactants [N+](C1C=CC(CCN)=CC=1)([O-])=O.[CH3:13][O:14][C:15]1[CH:38]=[CH:37][C:18]([CH2:19][NH:20][C:21]2[CH:26]=[C:25]([C:27]3[CH:32]=[CH:31][CH:30]=[C:29]([O:33][CH3:34])[CH:28]=3)[N:24]=[C:23]([O:35][CH3:36])[N:22]=2)=[CH:17][CH:16]=1.[ClH:39], predict the reaction product. (2) Given the reactants C[O:2][C:3](=[O:21])[CH2:4][N:5]([S:11]([C:14]1[CH:19]=[CH:18][C:17]([F:20])=[CH:16][CH:15]=1)(=[O:13])=[O:12])[CH2:6][CH:7]1[CH2:10][O:9][CH2:8]1.[OH-].[K+], predict the reaction product. The product is: [F:20][C:17]1[CH:18]=[CH:19][C:14]([S:11]([N:5]([CH2:4][C:3]([OH:21])=[O:2])[CH2:6][CH:7]2[CH2:8][O:9][CH2:10]2)(=[O:12])=[O:13])=[CH:15][CH:16]=1. (3) The product is: [CH3:22][C:5]([O:14][C:15]1[CH:16]=[CH:17][C:18]([CH3:21])=[CH:19][CH:20]=1)([CH2:6][C:7]1[CH:12]=[CH:11][C:10]([O:37][CH2:36][CH2:35][C:33]2[N:34]=[C:30]([C:24]3[CH:25]=[CH:26][CH:27]=[CH:28][CH:29]=3)[O:31][C:32]=2[CH3:48])=[CH:9][CH:8]=1)[C:4]([OH:23])=[O:3]. Given the reactants C([O:3][C:4](=[O:23])[C:5]([CH3:22])([O:14][C:15]1[CH:20]=[CH:19][C:18]([CH3:21])=[CH:17][CH:16]=1)[CH2:6][C:7]1[CH:12]=[CH:11][C:10](O)=[CH:9][CH:8]=1)C.[C:24]1([C:30]2[O:31][C:32]([CH3:48])=[C:33]([CH2:35][CH2:36][O:37]S(C3C=CC(C)=CC=3)(=O)=O)[N:34]=2)[CH:29]=[CH:28][CH:27]=[CH:26][CH:25]=1, predict the reaction product. (4) Given the reactants [F:1][C:2]1[CH:3]=[C:4]([CH:7]=[CH:8][C:9]=1[F:10])[CH:5]=O.Cl.[O:12]([NH2:14])[CH3:13], predict the reaction product. The product is: [CH3:13][O:12][N:14]=[CH:5][C:4]1[CH:7]=[CH:8][C:9]([F:10])=[C:2]([F:1])[CH:3]=1. (5) Given the reactants [F:1][C:2]1[CH:3]=[C:4]([C:9]2([O:16][CH3:17])[CH2:13][CH2:12][N:11]([CH2:14][CH3:15])[CH2:10]2)[CH:5]=[CH:6][C:7]=1[F:8].ClC1C=C(C=CC=1)C(OO)=[O:23].[O-2].[Al+3].[O-2].[O-2].[Al+3], predict the reaction product. The product is: [F:1][C:2]1[CH:3]=[C:4]([C:9]2([O:16][CH3:17])[CH2:13][CH2:12][N+:11]([O-:23])([CH2:14][CH3:15])[CH2:10]2)[CH:5]=[CH:6][C:7]=1[F:8]. (6) Given the reactants [F:1][C:2]1[CH:3]=[C:4]([CH:7]=[C:8]([F:11])[C:9]=1F)[CH:5]=[O:6].[F:12][C:13]([F:22])([F:21])[C:14]1[CH:15]=[C:16]([OH:20])[CH:17]=[CH:18][CH:19]=1, predict the reaction product. The product is: [F:11][C:8]1[CH:7]=[C:4]([CH:3]=[C:2]([F:1])[C:9]=1[O:20][C:16]1[CH:17]=[CH:18][CH:19]=[C:14]([C:13]([F:12])([F:21])[F:22])[CH:15]=1)[CH:5]=[O:6]. (7) Given the reactants C(O)(=O)C(O)=[O:3].[CH3:7][N:8]1[C@@H:24]2[CH2:25][C:13]3[CH:14]=[CH:15][C:16]([O:28][CH3:29])=[C:17]4[O:18][C@H:19]5[C:20]([O:26]C)=[CH:21][CH:22]=[C:23]2[C@:11]5([C:12]=34)[CH2:10][CH2:9]1.OO.P([O-])([O-])([O-])=O.[OH-].[K+], predict the reaction product. The product is: [CH3:7][N:8]1[C@@H:24]2[CH2:25][C:13]3[CH:14]=[CH:15][C:16]([O:28][CH3:29])=[C:17]4[O:18][CH:19]5[C:20]([CH:21]=[CH:22][C@:23]2([OH:3])[C@:11]5([C:12]=34)[CH2:10][CH2:9]1)=[O:26]. (8) Given the reactants C(OC(=O)[NH:10][CH:11]1[CH2:14][CH2:13][CH:12]1[N:15]1[CH2:19][CH2:18][CH2:17][CH2:16]1)C1C=CC=CC=1.[ClH:21].O1CCOCC1, predict the reaction product. The product is: [ClH:21].[N:15]1([CH:12]2[CH2:13][CH2:14][CH:11]2[NH2:10])[CH2:19][CH2:18][CH2:17][CH2:16]1. (9) Given the reactants [CH3:1][O:2][C:3]1[CH:22]=[CH:21][C:6]([CH2:7][O:8][C@H:9]([C@H:11]([CH2:16][CH2:17][CH:18]([CH3:20])[CH3:19])[C@@H:12]([OH:15])[CH:13]=[CH2:14])[CH3:10])=[CH:5][CH:4]=1.[CH3:23][C:24]([O-])(C)[CH3:25].[K+].CC1C=CC(S(OCCC)(=O)=O)=CC=1, predict the reaction product. The product is: [CH3:1][O:2][C:3]1[CH:4]=[CH:5][C:6]([CH2:7][O:8][C@H:9]([C@@H:11]([C@@H:12]([O:15][CH2:23][CH2:24][CH3:25])[CH:13]=[CH2:14])[CH2:16][CH2:17][CH:18]([CH3:19])[CH3:20])[CH3:10])=[CH:21][CH:22]=1. (10) Given the reactants [Cl:1][C:2]1[S:6][C:5]([S:7]([NH2:10])(=[O:9])=[O:8])=[CH:4][CH:3]=1.[OH-].[Na+].[N+:13]([C:16]1[CH:24]=[CH:23][C:19]([C:20](Cl)=[O:21])=[CH:18][CH:17]=1)([O-:15])=[O:14].Cl, predict the reaction product. The product is: [Cl:1][C:2]1[S:6][C:5]([S:7]([NH:10][C:20]([C:19]2[CH:18]=[CH:17][C:16]([N+:13]([O-:15])=[O:14])=[CH:24][CH:23]=2)=[O:21])(=[O:9])=[O:8])=[CH:4][CH:3]=1.